This data is from Reaction yield outcomes from USPTO patents with 853,638 reactions. The task is: Predict the reaction yield, written as a fraction of the theoretical maximum amount of product (1.0 means a 100% yield; for example, 0.34 means a 34% yield). (1) The reactants are Br[CH:2]1[CH2:8][NH:7][C:6]2[CH:9]=[CH:10][CH:11]=[CH:12][C:5]=2[N:4]2[C:13]([CH3:16])=[N:14][N:15]=[C:3]12.CC1(C)C(C)(C)OB([C:25]2[CH:26]=[CH:27][C:28]([NH2:31])=[N:29][CH:30]=2)O1.C([O-])([O-])=O.[Cs+].[Cs+]. The catalyst is O1CCOCC1.O.C1C=CC([P]([Pd]([P](C2C=CC=CC=2)(C2C=CC=CC=2)C2C=CC=CC=2)([P](C2C=CC=CC=2)(C2C=CC=CC=2)C2C=CC=CC=2)[P](C2C=CC=CC=2)(C2C=CC=CC=2)C2C=CC=CC=2)(C2C=CC=CC=2)C2C=CC=CC=2)=CC=1. The product is [CH3:16][C:13]1[N:4]2[C:5]3[CH:12]=[CH:11][C:10]([C:25]4[CH:26]=[CH:27][C:28]([NH2:31])=[N:29][CH:30]=4)=[CH:9][C:6]=3[NH:7][CH2:8][CH2:2][C:3]2=[N:15][N:14]=1. The yield is 0.550. (2) The reactants are Cl.[NH2:2][C:3]1[CH:8]=[CH:7][N:6]([CH2:9][C:10]2[CH:15]=[CH:14][CH:13]=[C:12]([F:16])[CH:11]=2)[C:5](=[O:17])[C:4]=1[Br:18].C(N(CC)CC)C.[F:26][C:27]1[CH:35]=[CH:34][CH:33]=[C:32]([F:36])[C:28]=1[C:29](Cl)=[O:30].[OH-].[Na+]. The catalyst is CN(C)C1C=CN=CC=1.C(#N)C. The product is [Br:18][C:4]1[C:5](=[O:17])[N:6]([CH2:9][C:10]2[CH:15]=[CH:14][CH:13]=[C:12]([F:16])[CH:11]=2)[CH:7]=[CH:8][C:3]=1[NH:2][C:29](=[O:30])[C:28]1[C:27]([F:26])=[CH:35][CH:34]=[CH:33][C:32]=1[F:36]. The yield is 0.430. (3) The reactants are [OH-].[Na+].[NH2:3][C@@H:4]([C:7]([OH:9])=[O:8])[CH2:5][OH:6].[C:10]([O:14][C:15](O[C:15]([O:14][C:10]([CH3:13])([CH3:12])[CH3:11])=[O:16])=[O:16])([CH3:13])([CH3:12])[CH3:11]. The catalyst is O.O1CCOCC1. The product is [C:10]([O:14][C:15]([NH:3][C@H:4]([CH2:5][OH:6])[C:7]([OH:9])=[O:8])=[O:16])([CH3:13])([CH3:12])[CH3:11]. The yield is 0.850. (4) The reactants are F.F.F.C(N(CC)CC)C.[Si]([O:28][CH2:29][C@H:30]1[O:34][C@@H:33]([N:35]2[CH:42]=[C:41]([CH3:43])[C:39](=[O:40])[NH:38][C:36]2=[O:37])[C@H:32]([O:44][CH2:45][CH2:46][O:47][N:48]([CH3:50])[CH3:49])[C@@H:31]1[OH:51])(C(C)(C)C)(C1C=CC=CC=1)C1C=CC=CC=1.CO. The catalyst is C1COCC1.C(Cl)Cl. The product is [CH3:49][N:48]([CH3:50])[O:47][CH2:46][CH2:45][O:44][C@@H:32]1[C@H:31]([OH:51])[C@@H:30]([CH2:29][OH:28])[O:34][C@H:33]1[N:35]1[CH:42]=[C:41]([CH3:43])[C:39](=[O:40])[NH:38][C:36]1=[O:37]. The yield is 0.925. (5) The reactants are Cl[C:2]1[CH:7]=[C:6]([C:8]2[CH:13]=[N:12][CH:11]=[CH:10][N:9]=2)[C:5]([Cl:14])=[CH:4][N:3]=1.[CH:15]1([NH:18][C:19]2[N:20]=[CH:21][C:22]3[CH2:28][NH:27][CH2:26][CH2:25][C:23]=3[N:24]=2)[CH2:17][CH2:16]1.CCOC(C)=O.O. The catalyst is CS(C)=O. The product is [Cl:14][C:5]1[C:6]([C:8]2[CH:13]=[N:12][CH:11]=[CH:10][N:9]=2)=[CH:7][C:2]([N:27]2[CH2:26][CH2:25][C:23]3[N:24]=[C:19]([NH:18][CH:15]4[CH2:16][CH2:17]4)[N:20]=[CH:21][C:22]=3[CH2:28]2)=[N:3][CH:4]=1. The yield is 0.170. (6) The reactants are [CH2:1]([O:8][CH2:9][CH2:10][C:11]#[C:12][C:13](=O)[C:14]([F:17])([F:16])[F:15])[C:2]1[CH:7]=[CH:6][CH:5]=[CH:4][CH:3]=1.O.[NH2:20][NH2:21]. The catalyst is C(O)C. The product is [CH2:1]([O:8][CH2:9][CH2:10][C:11]1[NH:21][N:20]=[C:13]([C:14]([F:17])([F:16])[F:15])[CH:12]=1)[C:2]1[CH:7]=[CH:6][CH:5]=[CH:4][CH:3]=1. The yield is 0.950. (7) The reactants are C([O-])(=O)C.[K+].[F:6][C:7]1[N:8]=[CH:9][C:10]2[C:15]([CH:16]=1)=[CH:14][C:13](B(O)O)=[CH:12][CH:11]=2.Br[C:21]1[S:25][C:24]([N:26]([CH2:34][C@@H:35]([NH:55][C:56]([O:58][C:59]([CH3:62])([CH3:61])[CH3:60])=[O:57])[C@@H:36]([O:47][Si:48]([C:51]([CH3:54])([CH3:53])[CH3:52])([CH3:50])[CH3:49])[C:37]2[CH:42]=[CH:41][C:40]([C:43]([F:46])([F:45])[CH3:44])=[CH:39][CH:38]=2)[C:27](=[O:33])[O:28][C:29]([CH3:32])([CH3:31])[CH3:30])=[N:23][CH:22]=1. The catalyst is C(#N)C.O.CCOC(C)=O. The product is [C:59]([O:58][C:56]([NH:55][C@@H:35]([C@@H:36]([O:47][Si:48]([C:51]([CH3:54])([CH3:53])[CH3:52])([CH3:50])[CH3:49])[C:37]1[CH:38]=[CH:39][C:40]([C:43]([F:45])([F:46])[CH3:44])=[CH:41][CH:42]=1)[CH2:34][N:26]([C:24]1[S:25][C:21]([C:13]2[CH:14]=[C:15]3[C:10](=[CH:11][CH:12]=2)[CH:9]=[N:8][C:7]([F:6])=[CH:16]3)=[CH:22][N:23]=1)[C:27](=[O:33])[O:28][C:29]([CH3:32])([CH3:31])[CH3:30])=[O:57])([CH3:60])([CH3:61])[CH3:62]. The yield is 0.510. (8) The product is [NH2:3][C:4]1[CH:13]=[C:12]([Cl:14])[C:11]([I:1])=[CH:10][C:5]=1[C:6]([O:8][CH3:9])=[O:7]. The catalyst is CCO.S([O-])([O-])(=O)=O.[Ag+2]. The reactants are [I:1]I.[NH2:3][C:4]1[CH:13]=[C:12]([Cl:14])[CH:11]=[CH:10][C:5]=1[C:6]([O:8][CH3:9])=[O:7]. The yield is 0.990.